Predict the product of the given reaction. From a dataset of Forward reaction prediction with 1.9M reactions from USPTO patents (1976-2016). (1) Given the reactants [F:1][C:2]1[CH:7]=[CH:6][C:5]([N:8]2[CH2:13][CH2:12][NH:11][C@H:10]([CH3:14])[CH2:9]2)=[C:4]([C:15]([F:18])([F:17])[F:16])[CH:3]=1.[C:19]([C:22]1[CH:23]=[C:24]([S:28](Cl)(=[O:30])=[O:29])[CH:25]=[CH:26][CH:27]=1)(=[O:21])[CH3:20].CCN(C(C)C)C(C)C, predict the reaction product. The product is: [F:1][C:2]1[CH:7]=[CH:6][C:5]([N:8]2[CH2:13][CH2:12][N:11]([S:28]([C:24]3[CH:23]=[C:22]([C:19](=[O:21])[CH3:20])[CH:27]=[CH:26][CH:25]=3)(=[O:30])=[O:29])[C@H:10]([CH3:14])[CH2:9]2)=[C:4]([C:15]([F:17])([F:16])[F:18])[CH:3]=1. (2) The product is: [C:12]([C:15]1[O:19][C:18]([C:20]2[CH:21]=[C:22]([S:26]([NH:29][C:1](=[O:10])[CH2:2][CH2:3][C:4]3[CH:9]=[CH:8][CH:7]=[CH:6][CH:5]=3)(=[O:27])=[O:28])[CH:23]=[CH:24][CH:25]=2)=[CH:17][CH:16]=1)(=[O:14])[CH3:13]. Given the reactants [C:1](Cl)(=[O:10])[CH2:2][CH2:3][C:4]1[CH:9]=[CH:8][CH:7]=[CH:6][CH:5]=1.[C:12]([C:15]1[O:19][C:18]([C:20]2[CH:21]=[C:22]([S:26]([NH2:29])(=[O:28])=[O:27])[CH:23]=[CH:24][CH:25]=2)=[CH:17][CH:16]=1)(=[O:14])[CH3:13].C(N(CC)CC)C, predict the reaction product. (3) Given the reactants [CH3:1][O:2][C:3]([N:5]1[C@@H:13]2[C@@H:8]([C@@:9]([OH:23])([C:14]#[C:15][C:16]3[CH:17]=[C:18]([CH3:22])[CH:19]=[CH:20][CH:21]=3)[CH2:10][CH2:11][CH2:12]2)[CH2:7][CH2:6]1)=[O:4].CI.[C:26](OCC)(=O)C, predict the reaction product. The product is: [CH3:1][O:2][C:3]([N:5]1[C@H:13]2[C@H:8]([C@:9]([O:23][CH3:26])([C:14]#[C:15][C:16]3[CH:17]=[C:18]([CH3:22])[CH:19]=[CH:20][CH:21]=3)[CH2:10][CH2:11][CH2:12]2)[CH2:7][CH2:6]1)=[O:4]. (4) Given the reactants [NH:1]1[CH2:7][C:5](=[O:6])[NH:4][C:2]1=[O:3].[N:8]1([C:13]2[CH:18]=[CH:17][C:16]([NH:19][C:20]3[CH:25]=[C:24]([NH:26][CH:27]4[CH2:29][CH2:28]4)[N:23]4[N:30]=[C:31]([CH3:35])[C:32]([CH:33]=O)=[C:22]4[N:21]=3)=[CH:15][CH:14]=2)[CH:12]=[CH:11][CH:10]=[N:9]1.N1CCCCC1, predict the reaction product. The product is: [N:8]1([C:13]2[CH:14]=[CH:15][C:16]([NH:19][C:20]3[CH:25]=[C:24]([NH:26][CH:27]4[CH2:29][CH2:28]4)[N:23]4[N:30]=[C:31]([CH3:35])[C:32]([CH:33]=[C:7]5[NH:1][C:2](=[O:3])[NH:4][C:5]5=[O:6])=[C:22]4[N:21]=3)=[CH:17][CH:18]=2)[CH:12]=[CH:11][CH:10]=[N:9]1.